From a dataset of Experimentally validated miRNA-target interactions with 360,000+ pairs, plus equal number of negative samples. Binary Classification. Given a miRNA mature sequence and a target amino acid sequence, predict their likelihood of interaction. (1) The protein sequence of the target gene is MTMGDMKTPDFDDLLAAFDIPDMVDPKAAIESGHDDHESHIKQNAHVDDDSHTPSSSDVGVSVIVKNVRNIDSSEGVEKDGHNPTGNGLHNGFLTASSLDSYGKDGAKSLKGDTPASEVTLKDPAFSQFSPISSAEEFEDDEKIEVDDPPDKEEARAGFRSNVLTGSAPQQDFDKLKALGGENSSKTGVSTSGHTDKNKVKREAESNSITLSVYEPFKVRKAEDKLKENSEKMLESRVLDGKPSSEKSDSGIAAAASSKTKPSSKLSSCIAAIAALSAKKAASDSCKEPVANSREASPLP.... Result: 0 (no interaction). The miRNA is hsa-miR-5582-3p with sequence UAAAACUUUAAGUGUGCCUAGG. (2) The miRNA is rno-miR-133a-3p with sequence UUUGGUCCCCUUCAACCAGCUG. The protein sequence of the target gene is MSACNTFTEHVWKPGECKNCFKPKSLHQLPPDSEKTPITHGSGKTNANHSNNHRVRSTGNFRPPVAKKPTIAVKPTMMVADGQSVCGELSIQEHCENKPVILGWNQNKTSLSQKPLNNNSEGDAEGFGSDPQQCANNDSAQKISNNNNGLTEVLKEIAGLEATPPVRGNETNARETFLGRINDCYKRSLERKIPPSCMTGSMKDSQGKHVILSGSAEVISNEGGRFCYPEFSSGEESEEDVLFSNMEEEHESWDESDEELLAMEIRMRGQPRFANFRANTLSPVRFFVSKKWNTIPLRNK.... Result: 0 (no interaction). (3) The miRNA is hsa-miR-542-3p with sequence UGUGACAGAUUGAUAACUGAAA. The protein sequence of the target gene is MTSDQDAKVVAEPQTQRVQEGKDSAHLMNGPISQTTSQTSSIPPLSQVPATKVSELNPNAEVWGAPVLHLEASSAADGVSAAWEEVAGHHADRGPQGSDANGDGDQGHENAALPDPQESDPADMNALALGPSEYDSLPENSETGGNESQPDSQEDPREVLKKTLEFCLSRENLASDMYLISQMDSDQYVPITTVANLDHIKKLSTDVDLIVEVLRSLPLVQVDEKGEKVRPNQNRCIVILREISESTPVEEVEALFKGDNLPKFINCEFAYNDNWFITFETEADAQQAYKYLREEVKTFQ.... Result: 1 (interaction).